This data is from Forward reaction prediction with 1.9M reactions from USPTO patents (1976-2016). The task is: Predict the product of the given reaction. (1) The product is: [CH2:1]([C:3]1([CH2:6][CH3:7])[CH2:4][CH2:8][C:9](=[O:10])[CH:11]=[CH:12]1)[CH3:2]. Given the reactants [CH2:1]([CH:3]([CH2:6][CH3:7])[CH:4]=O)[CH3:2].[CH3:8][C:9]([CH:11]=[CH2:12])=[O:10].OS(O)(=O)=O, predict the reaction product. (2) Given the reactants [Cl:1][C:2]1[N:7]=[C:6]([Cl:8])[C:5]([CH2:9][C:10]([O:12]CC)=O)=[C:4]([NH:15][CH2:16][C:17]2[CH:22]=[CH:21][C:20]([O:23][CH3:24])=[CH:19][CH:18]=2)[N:3]=1.C(=O)([O-])[O-].[K+].[K+].Br[CH2:32][CH2:33]Br, predict the reaction product. The product is: [Cl:1][C:2]1[N:7]=[C:6]([Cl:8])[C:5]2[C:9]3([CH2:33][CH2:32]3)[C:10](=[O:12])[N:15]([CH2:16][C:17]3[CH:18]=[CH:19][C:20]([O:23][CH3:24])=[CH:21][CH:22]=3)[C:4]=2[N:3]=1.